Dataset: Full USPTO retrosynthesis dataset with 1.9M reactions from patents (1976-2016). Task: Predict the reactants needed to synthesize the given product. (1) Given the product [CH3:34][C:29]1([CH3:35])[C:30]([CH3:33])([CH3:32])[O:31][B:27]([C:7]2[CH:8]=[C:9]([O:16][C@@H:17]([C@H:19]3[CH2:20][NH:21][C:22](=[O:24])[CH2:23]3)[CH3:18])[C:10]3[S:14][CH:13]=[N:12][C:11]=3[CH:15]=2)[O:28]1, predict the reactants needed to synthesize it. The reactants are: FC(F)(F)S(O[C:7]1[CH:8]=[C:9]([O:16][C@@H:17]([C@@H:19]2[CH2:23][C:22](=[O:24])[NH:21][CH2:20]2)[CH3:18])[C:10]2[S:14][CH:13]=[N:12][C:11]=2[CH:15]=1)(=O)=O.[B:27]1([B:27]2[O:31][C:30]([CH3:33])([CH3:32])[C:29]([CH3:35])([CH3:34])[O:28]2)[O:31][C:30]([CH3:33])([CH3:32])[C:29]([CH3:35])([CH3:34])[O:28]1.CC([O-])=O.[K+].C(Cl)Cl. (2) Given the product [CH3:43][O:42][C:24]1[CH:25]=[C:26]([N:29]2[CH2:30][CH2:31][NH:32][CH2:33][CH2:34]2)[CH:27]=[CH:28][C:23]=1[NH:22][C:19]1[N:20]=[CH:21][C:16]2[C:15]([CH3:44])=[CH:14][C:13](=[O:45])[N:12]([C:8]3[CH:7]=[C:6]([NH:5][C:1](=[O:4])[CH:2]=[CH2:3])[CH:11]=[CH:10][CH:9]=3)[C:17]=2[N:18]=1, predict the reactants needed to synthesize it. The reactants are: [C:1]([NH:5][C:6]1[CH:7]=[C:8]([N:12]2[C:17]3[N:18]=[C:19]([NH:22][C:23]4[CH:28]=[CH:27][C:26]([N:29]5[CH2:34][CH2:33][N:32](C(OC(C)(C)C)=O)[CH2:31][CH2:30]5)=[CH:25][C:24]=4[O:42][CH3:43])[N:20]=[CH:21][C:16]=3[C:15]([CH3:44])=[CH:14][C:13]2=[O:45])[CH:9]=[CH:10][CH:11]=1)(=[O:4])[CH:2]=[CH2:3].C(Cl)Cl.C(O)(C(F)(F)F)=O.C(O)(C(F)(F)F)=O.CC#N. (3) Given the product [Cl:55][C:52]1[CH:51]=[CH:50][C:49]([C:41]2[N:42]=[C:43]3[CH:48]=[CH:47][CH:46]=[CH:45][N:44]3[C:40]=2[CH2:39][N:30]2[C:31]3[C:36](=[CH:35][CH:34]=[CH:33][CH:32]=3)[C:28]([C:26]([O:25][CH3:24])=[O:27])=[N:29]2)=[CH:54][CH:53]=1, predict the reactants needed to synthesize it. The reactants are: N1(CC2N3C=C(C)C=CC3=NC=2C2C=CC(C)=CC=2)C=CN=C1.[CH3:24][O:25][C:26]([C:28]1[C:36]2[C:31](=[CH:32][CH:33]=[CH:34][CH:35]=2)[NH:30][N:29]=1)=[O:27].Cl.Cl[CH2:39][C:40]1[N:44]2[CH:45]=[CH:46][CH:47]=[CH:48][C:43]2=[N:42][C:41]=1[C:49]1[CH:54]=[CH:53][C:52]([Cl:55])=[CH:51][CH:50]=1. (4) Given the product [CH3:30][O:32][C:17]1[CH:16]=[CH:15][C:14]([N:7]([C:1]2[CH:2]=[CH:3][C:4]([O:27][CH3:28])=[CH:5][CH:6]=2)[C:8]2[CH:13]=[CH:12][CH:11]=[CH:10][CH:9]=2)=[CH:19][CH:18]=1, predict the reactants needed to synthesize it. The reactants are: [C:1]1([N:7]([C:14]2[CH:19]=[CH:18][CH:17]=[CH:16][CH:15]=2)[C:8]2[CH:13]=[CH:12][CH:11]=[CH:10][CH:9]=2)[CH:6]=[CH:5][CH:4]=[CH:3][CH:2]=1.BrC1C=CC([O:27][CH3:28])=CC=1.C[C:30](C)([O-:32])C.[Na+].NC1C=CC=CC=1. (5) Given the product [CH2:3]([NH:10][C:11](=[O:36])[N:12]([C:14]1[CH:15]=[C:16]([C:20]2[CH:25]=[CH:24][C:23]([CH2:26][CH2:27][C:28]([OH:30])=[O:29])=[CH:22][C:21]=2[O:32][CH2:33][CH2:34][CH3:35])[CH:17]=[CH:18][CH:19]=1)[CH3:13])[CH2:4][CH2:5][CH2:6][CH2:7][CH2:8][CH3:9], predict the reactants needed to synthesize it. The reactants are: [OH-].[Na+].[CH2:3]([NH:10][C:11](=[O:36])[N:12]([C:14]1[CH:15]=[C:16]([C:20]2[CH:25]=[CH:24][C:23]([CH2:26][CH2:27][C:28]([O:30]C)=[O:29])=[CH:22][C:21]=2[O:32][CH2:33][CH2:34][CH3:35])[CH:17]=[CH:18][CH:19]=1)[CH3:13])[CH2:4][CH2:5][CH2:6][CH2:7][CH2:8][CH3:9].